From a dataset of Reaction yield outcomes from USPTO patents with 853,638 reactions. Predict the reaction yield, written as a fraction of the theoretical maximum amount of product (1.0 means a 100% yield; for example, 0.34 means a 34% yield). (1) The reactants are CC1C=CC(S(O[CH2:12][CH:13]2[CH2:17][C:16]3[CH:18]=[C:19]([Cl:30])[CH:20]=[C:21](OS(C(F)(F)F)(=O)=O)[C:15]=3[O:14]2)(=O)=O)=CC=1.[CH3:31][C:32]1[CH:37]=[CH:36][CH:35]=[CH:34][C:33]=1B(O)O.C(=O)([O-])[O-].[K+].[K+].C(C1C=CC=CC=1B1OC(C)(C)C(C)(C)O1)(C)C.CC1C=CC(S(OCC2CC3C=C(Cl)C=C(C4C=CC=CC=4C)C=3O2)(=O)=O)=CC=1.S(C1C=CC(C)=CC=1)([O-])(=O)=O.[N-:105]=[N+]=[N-].[Na+].N(CC1CC2C=C(Cl)C=C(C3C=CSC=3)C=2O1)=[N+]=[N-].N(CC1CC2C=C(Cl)C=C(C3C=CC=CC=3C)C=2O1)=[N+]=[N-].[N-]=[N+]=[N-]. The catalyst is C1C=CC([PH+]([C]2[CH][CH][CH][CH]2)C2C=CC=CC=2)=CC=1.C1C=CC([PH+]([C]2[CH][CH][CH][CH]2)C2C=CC=CC=2)=CC=1.C(Cl)Cl.Cl[Pd]Cl.[Fe].[Pt]. The product is [Cl:30][C:19]1[CH:20]=[C:21]([C:33]2[CH:34]=[CH:35][CH:36]=[CH:37][C:32]=2[CH3:31])[C:15]2[O:14][CH:13]([CH2:12][NH2:105])[CH2:17][C:16]=2[CH:18]=1. The yield is 0.800. (2) No catalyst specified. The yield is 0.640. The product is [CH3:1][C:2]1[C:6]([CH3:7])=[C:5]([NH:8][C:9]([N:34]2[CH2:35][CH2:36][N:31]([C:27]3[CH:28]=[N:29][CH:30]=[C:25]([C:19]4[CH:24]=[CH:23][CH:22]=[CH:21][CH:20]=4)[N:26]=3)[CH2:32][CH2:33]2)=[O:16])[O:4][N:3]=1. The reactants are [CH3:1][C:2]1[C:6]([CH3:7])=[C:5]([NH:8][C:9](=[O:16])OCC(Cl)(Cl)Cl)[O:4][N:3]=1.Cl.Cl.[C:19]1([C:25]2[CH:30]=[N:29][CH:28]=[C:27]([N:31]3[CH2:36][CH2:35][NH:34][CH2:33][CH2:32]3)[N:26]=2)[CH:24]=[CH:23][CH:22]=[CH:21][CH:20]=1. (3) The reactants are [C:1]([O:5][C:6]([NH:8][C@@H:9]([CH3:31])[C:10]([NH:12][CH2:13][C:14]1[S:18][C:17]([N:19]2[C:23]([C:24](O)=[O:25])=[CH:22][C:21]([C:27]([F:30])([F:29])[F:28])=[N:20]2)=[CH:16][CH:15]=1)=[O:11])=[O:7])([CH3:4])([CH3:3])[CH3:2].[CH2:32]([NH2:39])[C:33]1[CH:38]=[CH:37][CH:36]=[CH:35][CH:34]=1.C(Cl)CCl. The catalyst is C(Cl)Cl.CN(C1C=CN=CC=1)C. The product is [CH2:32]([NH:39][C:24]([C:23]1[N:19]([C:17]2[S:18][C:14]([CH2:13][NH:12][C:10](=[O:11])[C@@H:9]([NH:8][C:6](=[O:7])[O:5][C:1]([CH3:4])([CH3:3])[CH3:2])[CH3:31])=[CH:15][CH:16]=2)[N:20]=[C:21]([C:27]([F:28])([F:30])[F:29])[CH:22]=1)=[O:25])[C:33]1[CH:38]=[CH:37][CH:36]=[CH:35][CH:34]=1. The yield is 0.450. (4) The reactants are [CH3:1][C:2]1([CH:18]2[CH2:22][CH2:21][CH2:20][CH:19]2[CH3:23])[NH:6][C:5](=[O:7])[N:4]([CH2:8][C:9](=[O:16])[C:10]2[CH:15]=[CH:14][CH:13]=[CH:12][CH:11]=2)[C:3]1=[O:17].[CH3:24]I. No catalyst specified. The product is [CH3:24][N:6]1[C:2]([CH3:1])([CH:18]2[CH2:22][CH2:21][CH2:20][CH:19]2[CH3:23])[C:3](=[O:17])[N:4]([CH2:8][C:9](=[O:16])[C:10]2[CH:11]=[CH:12][CH:13]=[CH:14][CH:15]=2)[C:5]1=[O:7]. The yield is 0.410.